From a dataset of Forward reaction prediction with 1.9M reactions from USPTO patents (1976-2016). Predict the product of the given reaction. (1) Given the reactants Br[C:2]1[N:3]([CH2:27][CH2:28][CH3:29])[C:4]2[C:9](=[O:10])[N:8]([C:11]3[CH:16]=[C:15]([CH3:17])[C:14](=[O:18])[N:13]([CH3:19])[CH:12]=3)[CH:7]([C:20]3[CH:25]=[CH:24][C:23]([Cl:26])=[CH:22][CH:21]=3)[C:5]=2[N:6]=1.[C:30]([C:32]1[CH:33]=[C:34](B(O)O)[CH:35]=[N:36][CH:37]=1)#[N:31], predict the reaction product. The product is: [Cl:26][C:23]1[CH:24]=[CH:25][C:20]([CH:7]2[C:5]3[N:6]=[C:2]([C:34]4[CH:35]=[N:36][CH:37]=[C:32]([CH:33]=4)[C:30]#[N:31])[N:3]([CH2:27][CH2:28][CH3:29])[C:4]=3[C:9](=[O:10])[N:8]2[C:11]2[CH:16]=[C:15]([CH3:17])[C:14](=[O:18])[N:13]([CH3:19])[CH:12]=2)=[CH:21][CH:22]=1. (2) Given the reactants [CH3:1][O:2][C:3]1([C:18]2[CH:23]=[CH:22][C:21](SC)=[CH:20][CH:19]=2)[CH2:8][CH2:7][C:6]([C:12]2[CH:17]=[CH:16][CH:15]=[CH:14][CH:13]=2)([C:9]([OH:11])=[O:10])[CH2:5][CH2:4]1.Cl[C:27]1C=CC=C(C(OO)=O)C=1.[S:37]([O-:40])([O-])=[O:38].[Na+].[Na+].S([O-])(O)(=O)=O.[Na+], predict the reaction product. The product is: [CH3:1][O:2][C:3]1([C:18]2[CH:19]=[CH:20][C:21]([S:37]([CH3:27])(=[O:40])=[O:38])=[CH:22][CH:23]=2)[CH2:8][CH2:7][C:6]([C:12]2[CH:13]=[CH:14][CH:15]=[CH:16][CH:17]=2)([C:9]([OH:11])=[O:10])[CH2:5][CH2:4]1.